Dataset: Forward reaction prediction with 1.9M reactions from USPTO patents (1976-2016). Task: Predict the product of the given reaction. (1) Given the reactants [CH3:1][NH:2][C:3]1[N:8]=[C:7]([C:9]2[CH:14]=[CH:13][CH:12]=[CH:11][N:10]=2)[CH:6]=[C:5]([C:15]2[CH:16]=[N:17][CH:18]=[C:19]([C:21]3[CH:22]=[N:23][N:24]([CH:26]4[CH2:31][CH2:30][NH:29][CH2:28][CH2:27]4)[CH:25]=3)[CH:20]=2)[CH:4]=1.I[CH:33]([CH3:35])[CH3:34], predict the reaction product. The product is: [CH:33]([N:29]1[CH2:30][CH2:31][CH:26]([N:24]2[CH:25]=[C:21]([C:19]3[CH:20]=[C:15]([C:5]4[CH:4]=[C:3]([NH:2][CH3:1])[N:8]=[C:7]([C:9]5[CH:14]=[CH:13][CH:12]=[CH:11][N:10]=5)[CH:6]=4)[CH:16]=[N:17][CH:18]=3)[CH:22]=[N:23]2)[CH2:27][CH2:28]1)([CH3:35])[CH3:34]. (2) Given the reactants Br[C:2]1[N:3]=[C:4]([CH:8]=[O:9])[N:5]([CH3:7])[CH:6]=1.C([Sn](CCCC)(CCCC)[C:15]1[S:16][CH:17]=[CH:18][CH:19]=1)CCC, predict the reaction product. The product is: [CH3:7][N:5]1[CH:6]=[C:2]([C:15]2[S:16][CH:17]=[CH:18][CH:19]=2)[N:3]=[C:4]1[CH:8]=[O:9]. (3) Given the reactants C[O:2][C:3](=O)[C:4]1[CH:9]=[C:8]([O:10][CH3:11])[C:7]([N+:12]([O-:14])=[O:13])=[CH:6][C:5]=1/[C:15](/[C:20]([O:22][CH3:23])=[O:21])=[CH:16]/[N:17](C)[CH3:18].[CH2:25](N)C.CCN(C(C)C)C(C)C, predict the reaction product. The product is: [CH3:23][O:22][C:20]([C:15]1[C:5]2[C:4](=[CH:9][C:8]([O:10][CH3:11])=[C:7]([N+:12]([O-:14])=[O:13])[CH:6]=2)[C:3](=[O:2])[N:17]([CH2:18][CH3:25])[CH:16]=1)=[O:21].